Dataset: Catalyst prediction with 721,799 reactions and 888 catalyst types from USPTO. Task: Predict which catalyst facilitates the given reaction. (1) Reactant: C(O)(C)C.[CH:5]1[CH:10]=[N+:9]([C@@H:11]2[O:15][C@H:14]([CH2:16][O:17][P:18]([O:21][P:22]([O:25][CH2:26][C@H:27]3[O:31][C@@H:30]([N:32]4[C:36]5[N:37]=[CH:38][N:39]=[C:40]([NH2:41])[C:35]=5[N:34]=[CH:33]4)[C@H:29]([O:42][P:43]([OH:46])([OH:45])=[O:44])[C@@H:28]3[OH:47])([OH:24])=[O:23])([OH:20])=[O:19])[C@@H:13]([OH:48])[C@H:12]2[OH:49])[CH:8]=[C:7]([C:50]([NH2:52])=[O:51])[CH:6]=1. Product: [CH:38]1[N:39]=[C:40]([NH2:41])[C:35]2[N:34]=[CH:33][N:32]([C@@H:30]3[O:31][C@H:27]([CH2:26][O:25][P:22]([O:21][P:18]([O:17][CH2:16][C@H:14]4[O:15][C@@H:11]([N:9]5[CH:8]=[C:7]([C:50]([NH2:52])=[O:51])[CH2:6][CH:5]=[CH:10]5)[C@H:12]([OH:49])[C@@H:13]4[OH:48])([OH:20])=[O:19])([OH:24])=[O:23])[C@@H:28]([OH:47])[C@H:29]3[O:42][P:43]([OH:46])([OH:45])=[O:44])[C:36]=2[N:37]=1. The catalyst class is: 21. (2) Reactant: [C:1]([O:5][C:6]([NH:8][CH:9]([CH2:13][C:14]1[CH:19]=[CH:18][C:17]([O:20][C:21]2[CH:26]=[CH:25][C:24]([CH2:27][CH2:28][C:29]([O:31][CH3:32])=[O:30])=[CH:23][CH:22]=2)=[CH:16][CH:15]=1)[C:10](O)=[O:11])=[O:7])([CH3:4])([CH3:3])[CH3:2].C(N(CC)CC)C.CN([P+](ON1N=NC2C=CC=CC1=2)(N(C)C)N(C)C)C.F[P-](F)(F)(F)(F)F.[C:67]([N:70]1[CH2:75][CH2:74][NH:73][CH2:72][CH2:71]1)(=[O:69])[CH3:68]. Product: [CH3:32][O:31][C:29](=[O:30])[CH2:28][CH2:27][C:24]1[CH:25]=[CH:26][C:21]([O:20][C:17]2[CH:16]=[CH:15][C:14]([CH2:13][CH:9]([NH:8][C:6]([O:5][C:1]([CH3:2])([CH3:3])[CH3:4])=[O:7])[C:10]([N:73]3[CH2:74][CH2:75][N:70]([C:67](=[O:69])[CH3:68])[CH2:71][CH2:72]3)=[O:11])=[CH:19][CH:18]=2)=[CH:22][CH:23]=1. The catalyst class is: 2. (3) Reactant: [C:1]1([CH3:13])[CH:6]=[C:5]([CH3:7])[CH:4]=[C:3]([CH3:8])[C:2]=1[C:9](O)([CH3:11])[CH3:10]. Product: [CH3:11][C:9]([C:2]1[C:3]([CH3:8])=[CH:4][C:5]([CH3:7])=[CH:6][C:1]=1[CH3:13])=[CH2:10]. The catalyst class is: 1. (4) Reactant: [Cl:1][C:2]1[CH:7]=[C:6](I)[CH:5]=[C:4]([Cl:9])[N:3]=1.N#N.[F:12][C:13]1[CH:18]=[C:17]([F:19])[CH:16]=[CH:15][C:14]=1B(O)O.C(=O)([O-])[O-].[Na+].[Na+]. Product: [Cl:1][C:2]1[CH:7]=[C:6]([C:16]2[CH:15]=[CH:14][C:13]([F:12])=[CH:18][C:17]=2[F:19])[CH:5]=[C:4]([Cl:9])[N:3]=1. The catalyst class is: 438. (5) Reactant: [NH2:1][C@H:2]([C:8]([O-:10])=[O:9])[CH2:3][CH2:4][C:5]([O-:7])=[O:6].[Sr+2].N[C@H](C(O)=O)CCC(O)=O.O.O.O.O.O.O.O.O.[OH-].[Ba+2:31].[OH-]. Product: [NH2:1][C@H:2]([C:8]([O-:10])=[O:9])[CH2:3][CH2:4][C:5]([O-:7])=[O:6].[Ba+2:31]. The catalyst class is: 6. (6) Reactant: [CH:1](O)=[O:2].C(OC(=O)C)(=O)C.Cl.[NH2:12][CH2:13][C:14]1[N:19]=[C:18]([N:20]2[CH2:25][CH2:24][N:23]([C:26]([O:28][C:29]([CH3:32])([CH3:31])[CH3:30])=[O:27])[CH2:22][CH2:21]2)[C:17]([C:33]([O:35][CH3:36])=[O:34])=[CH:16][CH:15]=1.C(=O)(O)[O-].[Na+]. Product: [CH:1]([NH:12][CH2:13][C:14]1[N:19]=[C:18]([N:20]2[CH2:25][CH2:24][N:23]([C:26]([O:28][C:29]([CH3:32])([CH3:31])[CH3:30])=[O:27])[CH2:22][CH2:21]2)[C:17]([C:33]([O:35][CH3:36])=[O:34])=[CH:16][CH:15]=1)=[O:2]. The catalyst class is: 2. (7) Reactant: CN.C(O)C.[CH:6]([N:9](CC)C(C)C)(C)C.[Cl:15][C:16]1[N:21]=[C:20](Cl)[C:19]([N+:23]([O-:25])=[O:24])=[CH:18][N:17]=1. Product: [Cl:15][C:16]1[N:21]=[C:20]([NH:9][CH3:6])[C:19]([N+:23]([O-:25])=[O:24])=[CH:18][N:17]=1. The catalyst class is: 4. (8) Reactant: [I:1][C:2]1[CH:7]=[CH:6][CH:5]=[CH:4][C:3]=1[OH:8].C(=O)([O-])[O-].[Cs+].[Cs+].Br[CH2:16][C:17]([O:19][CH2:20][CH3:21])=[O:18]. Product: [CH2:20]([O:19][C:17](=[O:18])[CH2:16][O:8][C:3]1[CH:4]=[CH:5][CH:6]=[CH:7][C:2]=1[I:1])[CH3:21]. The catalyst class is: 21.